This data is from hERG potassium channel inhibition data for cardiac toxicity prediction from Karim et al.. The task is: Regression/Classification. Given a drug SMILES string, predict its toxicity properties. Task type varies by dataset: regression for continuous values (e.g., LD50, hERG inhibition percentage) or binary classification for toxic/non-toxic outcomes (e.g., AMES mutagenicity, cardiotoxicity, hepatotoxicity). Dataset: herg_karim. (1) The result is 0 (non-blocker). The molecule is CN(C)C(=O)[C@@H]([C@H]1CC[C@H](c2ccc3ncnn3c2)CC1)[C@H](N)C(=O)N1CCC(F)(F)C1. (2) The drug is Cc1cc(F)ccc1C=Cc1ccc(S(=O)(=O)c2ccccc2F)cn1. The result is 1 (blocker). (3) The molecule is O=c1ccc2ncc(F)c3c2n1CC3(O)CC12CCC(NCc3cc(Cl)c4c(c3Cl)OCCO4)(CC1)CO2. The result is 0 (non-blocker). (4) The molecule is CCOC(=O)C1=C(CN2CCO[C@H](CCC(=O)O)C2)NC(c2nccs2)=N[C@H]1c1ccc(F)cc1Br. The result is 0 (non-blocker).